Dataset: Peptide-MHC class I binding affinity with 185,985 pairs from IEDB/IMGT. Task: Regression. Given a peptide amino acid sequence and an MHC pseudo amino acid sequence, predict their binding affinity value. This is MHC class I binding data. (1) The peptide sequence is YTVKYPND. The MHC is H-2-Db with pseudo-sequence H-2-Db. The binding affinity (normalized) is 0.138. (2) The peptide sequence is LAAEEILTL. The MHC is HLA-B58:01 with pseudo-sequence HLA-B58:01. The binding affinity (normalized) is 0.388. (3) The peptide sequence is LLCLIFLLVL. The MHC is Patr-A0701 with pseudo-sequence Patr-A0701. The binding affinity (normalized) is 0.460. (4) The binding affinity (normalized) is 0.396. The peptide sequence is LLNSMMNRDK. The MHC is HLA-A31:01 with pseudo-sequence HLA-A31:01. (5) The peptide sequence is CSTLPFHTW. The MHC is HLA-B58:01 with pseudo-sequence HLA-B58:01. The binding affinity (normalized) is 0.873. (6) The peptide sequence is LPLIVDTAA. The MHC is HLA-B35:01 with pseudo-sequence HLA-B35:01. The binding affinity (normalized) is 0.823.